From a dataset of Catalyst prediction with 721,799 reactions and 888 catalyst types from USPTO. Predict which catalyst facilitates the given reaction. Reactant: [Br:1][C:2]1[CH:11]=[C:10]2[C:5]([CH:6]=[CH:7][N:8]=[C:9]2[O:12][C@H:13]2[CH2:17][N:16]([C:18](=[O:35])[C@@H:19]([NH:27][C:28]([O:30][C:31]([CH3:34])([CH3:33])[CH3:32])=[O:29])[CH2:20][CH2:21][CH2:22][CH2:23][CH2:24]C=C)[C@H:15]([C:36]([NH:38][C@:39]3([C:44]([O:46][CH2:47][CH3:48])=[O:45])[CH2:41][C@H:40]3[CH:42]=[CH2:43])=[O:37])[CH2:14]2)=[CH:4][C:3]=1[O:49][CH3:50]. Product: [Br:1][C:2]1[CH:11]=[C:10]2[C:5]([CH:6]=[CH:7][N:8]=[C:9]2[O:12][C@H:13]2[CH2:17][N:16]3[C:18](=[O:35])[C@@H:19]([NH:27][C:28]([O:30][C:31]([CH3:32])([CH3:34])[CH3:33])=[O:29])[CH2:20][CH2:21][CH2:22][CH2:23][CH2:24][CH:43]=[CH:42][C@@H:40]4[CH2:41][C@@:39]4([C:44]([O:46][CH2:47][CH3:48])=[O:45])[NH:38][C:36](=[O:37])[C@@H:15]3[CH2:14]2)=[CH:4][C:3]=1[O:49][CH3:50]. The catalyst class is: 4.